From a dataset of Full USPTO retrosynthesis dataset with 1.9M reactions from patents (1976-2016). Predict the reactants needed to synthesize the given product. Given the product [CH:40]1[C:39]2[CH:38]([CH2:37][O:36][C:34]([NH:32][NH:33][C:13]([C:6]3[C:7]([Cl:30])=[N:8][C:9]4[CH2:10][CH2:11][CH:2]([CH3:1])[CH2:3][C:4]=4[C:5]=3[C:16]3[CH:21]=[CH:20][CH:19]=[CH:18][CH:17]=3)=[O:14])=[O:35])[C:50]3[C:45](=[CH:46][CH:47]=[CH:48][CH:49]=3)[C:44]=2[CH:43]=[CH:42][CH:41]=1, predict the reactants needed to synthesize it. The reactants are: [CH3:1][CH:2]1[CH2:11][CH2:10][C:9]2[NH:8][C:7](=O)[C:6]([C:13](O)=[O:14])=[C:5]([C:16]3[CH:21]=[CH:20][CH:19]=[CH:18][CH:17]=3)[C:4]=2[CH2:3]1.C1(P(Cl)([Cl:30])=O)C=CC=CC=1.[NH:32]([C:34]([O:36][CH2:37][CH:38]1[C:50]2[CH:49]=[CH:48][CH:47]=[CH:46][C:45]=2[C:44]2[C:39]1=[CH:40][CH:41]=[CH:42][CH:43]=2)=[O:35])[NH2:33].